From a dataset of Reaction yield outcomes from USPTO patents with 853,638 reactions. Predict the reaction yield, written as a fraction of the theoretical maximum amount of product (1.0 means a 100% yield; for example, 0.34 means a 34% yield). (1) The product is [C:9]([N:8]([CH3:12])[C:5]1[N:6]=[CH:7][C:2]([NH:1][C:20](=[O:21])[O:22][CH2:23][C:24]([Cl:27])([Cl:26])[Cl:25])=[CH:3][CH:4]=1)(=[O:11])[CH3:10]. The reactants are [NH2:1][C:2]1[CH:3]=[CH:4][C:5]([N:8]([CH3:12])[C:9](=[O:11])[CH3:10])=[N:6][CH:7]=1.N1C=CC=CC=1.Cl[C:20]([O:22][CH2:23][C:24]([Cl:27])([Cl:26])[Cl:25])=[O:21]. The catalyst is O1CCCC1. The yield is 0.524. (2) The reactants are [N:1]1[C:9]([NH2:10])=[C:8]2[C:4]([N:5]([C:11]([C@@H:13]([C@H:24]([CH2:37][OH:38])[O:25][CH2:26][P:27]([O:33][CH:34]([CH3:36])[CH3:35])([O:29][CH:30]([CH3:32])[CH3:31])=[O:28])OC(OC3C=CC=CC=3)=S)=[O:12])[CH:6]=[N:7]2)=[N:3][CH:2]=1.CC(N=NC(C#N)(C)C)(C#N)C. The catalyst is C1(C)C=CC=CC=1. The product is [N:1]1[C:9]([NH2:10])=[C:8]2[C:4]([N:5]([C:11]([CH2:13][C@H:24]([CH2:37][OH:38])[O:25][CH2:26][P:27]([O:33][CH:34]([CH3:36])[CH3:35])([O:29][CH:30]([CH3:32])[CH3:31])=[O:28])=[O:12])[CH:6]=[N:7]2)=[N:3][CH:2]=1. The yield is 0.230.